This data is from Reaction yield outcomes from USPTO patents with 853,638 reactions. The task is: Predict the reaction yield, written as a fraction of the theoretical maximum amount of product (1.0 means a 100% yield; for example, 0.34 means a 34% yield). (1) The reactants are Cl.[CH3:2][NH:3][CH3:4].[CH2:5]([O:23][C:24]1[CH:25]=[C:26]([CH:29]=[CH:30][C:31]=1[O:32][CH2:33][CH2:34][CH2:35][CH2:36][CH2:37][CH2:38][CH2:39][CH2:40]/[CH:41]=[CH:42]\[CH2:43]/[CH:44]=[CH:45]\[CH2:46][CH2:47][CH2:48][CH2:49][CH3:50])[CH:27]=O)[CH2:6][CH2:7][CH2:8][CH2:9][CH2:10][CH2:11][CH2:12]/[CH:13]=[CH:14]\[CH2:15]/[CH:16]=[CH:17]\[CH2:18][CH2:19][CH2:20][CH2:21][CH3:22].[BH4-].[Na+].N. The catalyst is C(O)C.CC(C)[O-].CC(C)[O-].CC(C)[O-].CC(C)[O-].[Ti+4].ClCCl. The product is [CH3:2][N:3]([CH2:27][C:26]1[CH:29]=[CH:30][C:31]([O:32][CH2:33][CH2:34][CH2:35][CH2:36][CH2:37][CH2:38][CH2:39][CH2:40]/[CH:41]=[CH:42]\[CH2:43]/[CH:44]=[CH:45]\[CH2:46][CH2:47][CH2:48][CH2:49][CH3:50])=[C:24]([O:23][CH2:5][CH2:6][CH2:7][CH2:8][CH2:9][CH2:10][CH2:11][CH2:12]/[CH:13]=[CH:14]\[CH2:15]/[CH:16]=[CH:17]\[CH2:18][CH2:19][CH2:20][CH2:21][CH3:22])[CH:25]=1)[CH3:4]. The yield is 0.740. (2) The reactants are [CH3:1][C:2]1[C:7]([CH3:8])=[C:6]([O:9][CH2:10][C:11]2([CH3:21])[O:20][CH2:19][C:14]3([O:18][CH2:17][CH2:16][O:15]3)[CH2:13][O:12]2)[CH:5]=[CH:4][N+:3]=1[O-].C(N(CC)CC)C.C(OC(=O)C)(=[O:32])C. No catalyst specified. The product is [CH3:8][C:7]1[C:2]([CH2:1][OH:32])=[N:3][CH:4]=[CH:5][C:6]=1[O:9][CH2:10][C:11]1([CH3:21])[O:20][CH2:19][C:14]2([O:18][CH2:17][CH2:16][O:15]2)[CH2:13][O:12]1. The yield is 0.261. (3) The reactants are [CH:1]([CH:14]1[CH2:19][C:18](=O)[CH:17]=[CH:16]O1)([C:8]1[CH:13]=[CH:12][CH:11]=[CH:10][CH:9]=1)[C:2]1[CH:7]=[CH:6][CH:5]=[CH:4][CH:3]=1.[C:21]([O-:24])(O)=O.[Na+].[CH:26](OCC)=C. The catalyst is [Hg](OC(C(F)(F)F)=O)OC(C(F)(F)F)=O. The product is [C:2]1([CH:1]([C:8]2[CH:13]=[CH:12][CH:11]=[CH:10][CH:9]=2)[CH:14]([O:24][CH:21]=[CH2:26])[CH2:19][CH2:18][CH:17]=[CH2:16])[CH:7]=[CH:6][CH:5]=[CH:4][CH:3]=1. The yield is 0.660. (4) The reactants are [CH3:1][O:2][C:3]1[CH:4]=[C:5]2[C:10](=[C:11]([CH:13]=[CH2:14])[CH:12]=1)[C:9](=[O:15])[CH2:8][CH2:7][C:6]2([CH3:17])[CH3:16].[N+](=[CH2:20])=[N-].C(OCC)(=O)C. The catalyst is C(OCC)C.CCCCCC.C([O-])(=O)C.[Pd+2].C([O-])(=O)C. The product is [CH:13]1([C:11]2[CH:12]=[C:3]([O:2][CH3:1])[CH:4]=[C:5]3[C:10]=2[C:9](=[O:15])[CH2:8][CH2:7][C:6]3([CH3:17])[CH3:16])[CH2:20][CH2:14]1. The yield is 0.830. (5) The reactants are [CH3:1][N:2]1[CH:6]=[CH:5][N:4]=[C:3]1[S:7][C:8]1[C:9]([N+:14]([O-])=O)=[N:10][CH:11]=[CH:12][CH:13]=1. The catalyst is C(O)(=O)C.[Zn]. The product is [CH3:1][N:2]1[CH:6]=[CH:5][N:4]=[C:3]1[S:7][C:8]1[C:9]([NH2:14])=[N:10][CH:11]=[CH:12][CH:13]=1. The yield is 0.940. (6) The reactants are [N:1]1[CH:6]=[CH:5][N:4]=[CH:3][C:2]=1[C:7]#[N:8].[Cl:9][C:10]1[CH:15]=[CH:14][C:13]([Mg]Br)=[CH:12][CH:11]=1.[BH4-].[Na+].CC(O)(C)C. The catalyst is C1(C)C=CC=CC=1. The product is [Cl:9][C:10]1[CH:15]=[CH:14][C:13]([CH:7]([C:2]2[CH:3]=[N:4][CH:5]=[CH:6][N:1]=2)[NH2:8])=[CH:12][CH:11]=1. The yield is 0.340.